Dataset: Full USPTO retrosynthesis dataset with 1.9M reactions from patents (1976-2016). Task: Predict the reactants needed to synthesize the given product. (1) Given the product [NH2:1][C:2]1[CH:10]=[C:9]([C:11]2[CH2:15][C:14]([C:20]3[CH:21]=[C:22]([Cl:27])[CH:23]=[C:24]([Cl:26])[CH:25]=3)([C:16]([F:17])([F:18])[F:19])[O:13][N:12]=2)[CH:8]=[CH:7][C:3]=1[C:4]([NH:31][CH2:30][C:29]([F:33])([F:32])[F:28])=[O:6], predict the reactants needed to synthesize it. The reactants are: [NH2:1][C:2]1[CH:10]=[C:9]([C:11]2[CH2:15][C:14]([C:20]3[CH:25]=[C:24]([Cl:26])[CH:23]=[C:22]([Cl:27])[CH:21]=3)([C:16]([F:19])([F:18])[F:17])[O:13][N:12]=2)[CH:8]=[CH:7][C:3]=1[C:4]([OH:6])=O.[F:28][C:29]([F:33])([F:32])[CH2:30][NH2:31].Cl.C(N(CC)CCCN=C=NCC)C. (2) Given the product [Cl:11][C:12]1[CH:17]=[C:16]([N:8]2[CH2:9][CH2:10][C:5]3([O:4][CH2:3][CH2:2][O:1]3)[CH2:6][CH2:7]2)[CH:15]=[CH:14][N:13]=1, predict the reactants needed to synthesize it. The reactants are: [O:1]1[C:5]2([CH2:10][CH2:9][NH:8][CH2:7][CH2:6]2)[O:4][CH2:3][CH2:2]1.[Cl:11][C:12]1[CH:17]=[C:16](F)[CH:15]=[CH:14][N:13]=1.C(N(CC)C(C)C)(C)C. (3) The reactants are: CC1(C)[N:6]([C:7]([O:9][C:10]([CH3:13])([CH3:12])[CH3:11])=[O:8])[C@@H:5]([CH2:14][C@H:15]2[CH2:20][CH2:19][C:18](=[O:21])[N:17]([CH3:22])[CH2:16]2)[CH2:4][O:3]1.CC1C=CC(S(O)(=O)=O)=CC=1.CC(OC(OC(OC(C)(C)C)=O)=O)(C)C. Given the product [OH:3][CH2:4][C@@H:5]([NH:6][C:7](=[O:8])[O:9][C:10]([CH3:12])([CH3:11])[CH3:13])[CH2:14][C@H:15]1[CH2:20][CH2:19][C:18](=[O:21])[N:17]([CH3:22])[CH2:16]1, predict the reactants needed to synthesize it. (4) Given the product [Cl:1][C:2]1[CH:3]=[C:4]([NH:16][C:17]2[C:26]3[C:21](=[CH:22][CH:23]=[CH:24][C:25]=3[O:27][C@H:28]([CH3:32])[C:29]([N:66]3[CH2:71][CH2:70][O:69][CH2:68][CH2:67]3)=[O:31])[N:20]=[CH:19][N:18]=2)[CH:5]=[CH:6][C:7]=1[O:8][CH2:9][C:10]1[CH:15]=[CH:14][CH:13]=[CH:12][N:11]=1, predict the reactants needed to synthesize it. The reactants are: [Cl:1][C:2]1[CH:3]=[C:4]([NH:16][C:17]2[C:26]3[C:21](=[CH:22][CH:23]=[CH:24][C:25]=3[O:27][C@H:28]([CH3:32])[C:29]([OH:31])=O)[N:20]=[CH:19][N:18]=2)[CH:5]=[CH:6][C:7]=1[O:8][CH2:9][C:10]1[CH:15]=[CH:14][CH:13]=[CH:12][N:11]=1.C(N(CC)C(C)C)(C)C.CN(C(ON1N=NC2C=CC=NC1=2)=[N+](C)C)C.F[P-](F)(F)(F)(F)F.[NH:66]1[CH2:71][CH2:70][O:69][CH2:68][CH2:67]1. (5) The reactants are: [OH-].[Na+].[CH3:3][O:4][C:5]1[CH:10]=[CH:9][CH:8]=[CH:7][C:6]=1[C:11]1[CH:16]=[CH:15][C:14]([C:17]([O:19]C)=[O:18])=[CH:13][C:12]=1[CH3:21]. Given the product [CH3:3][O:4][C:5]1[CH:10]=[CH:9][CH:8]=[CH:7][C:6]=1[C:11]1[CH:16]=[CH:15][C:14]([C:17]([OH:19])=[O:18])=[CH:13][C:12]=1[CH3:21], predict the reactants needed to synthesize it. (6) Given the product [Cl:17][C:18]1[CH:26]=[CH:25][CH:24]=[CH:23][C:19]=1[C:20]([NH:15][C:13]1[CH:14]=[C:9]2[N:8]=[C:7]([C:1]3[CH:2]=[CH:3][CH:4]=[CH:5][CH:6]=3)[NH:16][C:10]2=[N:11][CH:12]=1)=[O:21], predict the reactants needed to synthesize it. The reactants are: [C:1]1([C:7]2[NH:16][C:10]3=[N:11][CH:12]=[C:13]([NH2:15])[CH:14]=[C:9]3[N:8]=2)[CH:6]=[CH:5][CH:4]=[CH:3][CH:2]=1.[Cl:17][C:18]1[CH:26]=[CH:25][CH:24]=[CH:23][C:19]=1[C:20](Cl)=[O:21]. (7) Given the product [O:5]1[C:4]2[CH:11]=[CH:12][CH:13]=[CH:14][C:3]=2[CH2:1][NH:2][C:7](=[O:8])[CH2:6]1, predict the reactants needed to synthesize it. The reactants are: [C:1]([C:3]1[CH:14]=[CH:13][CH:12]=[CH:11][C:4]=1[O:5][CH2:6][C:7](OC)=[O:8])#[N:2]. (8) Given the product [Cl:27][C:23]1[CH:22]=[C:21]([C:17]2[O:18][C:19]([CH3:20])=[C:15]([CH2:14][O:13][C:9]3[CH:10]=[C:11]([CH3:12])[C:6]([CH2:5][C@H:4]([O:29][CH2:30][CH3:31])[C:3]([OH:32])=[O:2])=[C:7]([CH3:28])[CH:8]=3)[N:16]=2)[CH:26]=[CH:25][CH:24]=1, predict the reactants needed to synthesize it. The reactants are: C[O:2][C:3](=[O:32])[C@@H:4]([O:29][CH2:30][CH3:31])[CH2:5][C:6]1[C:11]([CH3:12])=[CH:10][C:9]([O:13][CH2:14][C:15]2[N:16]=[C:17]([C:21]3[CH:26]=[CH:25][CH:24]=[C:23]([Cl:27])[CH:22]=3)[O:18][C:19]=2[CH3:20])=[CH:8][C:7]=1[CH3:28].[Li+].[OH-]. (9) Given the product [CH3:13][O:12][C:11]1[CH:10]=[C:9]2[C:4]([C:5]([CH2:25][C:26]3[CH:31]=[CH:30][C:29]([O:32][C:33](=[O:38])[C:34]([CH3:37])([CH3:36])[CH3:35])=[CH:28][CH:27]=3)=[C:6]([C:15]3[CH:20]=[CH:19][C:18]([C:21]([F:24])([F:23])[F:22])=[CH:17][CH:16]=3)[C:7](=[O:14])[O:8]2)=[CH:3][C:2]=1[CH3:39], predict the reactants needed to synthesize it. The reactants are: Br[C:2]1[CH:3]=[C:4]2[C:9](=[CH:10][C:11]=1[O:12][CH3:13])[O:8][C:7](=[O:14])[C:6]([C:15]1[CH:20]=[CH:19][C:18]([C:21]([F:24])([F:23])[F:22])=[CH:17][CH:16]=1)=[C:5]2[CH2:25][C:26]1[CH:31]=[CH:30][C:29]([O:32][C:33](=[O:38])[C:34]([CH3:37])([CH3:36])[CH3:35])=[CH:28][CH:27]=1.[C:39]([O-])([O-])=O.[K+].[K+].CB1OB(C)OB(C)O1. (10) Given the product [C:13]([N:10]1[CH2:11][CH2:12][NH:7][CH2:8][CH2:9]1)(=[O:20])[C:14]1[CH:19]=[CH:18][N:17]=[CH:16][CH:15]=1.[F:22][C:23]([F:28])([F:27])[C:24]([O-:26])=[O:25], predict the reactants needed to synthesize it. The reactants are: CC(C)(OC([N:7]1[CH2:12][CH2:11][N:10]([C:13](=[O:20])[C:14]2[CH:19]=[CH:18][N:17]=[CH:16][CH:15]=2)[CH2:9][CH2:8]1)=O)C.[F:22][C:23]([F:28])([F:27])[C:24]([OH:26])=[O:25].